This data is from Forward reaction prediction with 1.9M reactions from USPTO patents (1976-2016). The task is: Predict the product of the given reaction. Given the reactants [O:1]1[C:5]2[CH:6]=[CH:7][C:8]([C:10]3[CH:15]=[CH:14][C:13]([C:16]4[N:21]=[C:20]([O:22][CH2:23][CH2:24][CH2:25][CH2:26][C:27]([CH3:44])([CH3:43])[CH2:28][NH:29][C:30]([NH:32][C:33]5[CH:34]=[C:35]([CH:40]=[CH:41][CH:42]=5)[C:36]([O:38]C)=[O:37])=[O:31])[CH:19]=[CH:18][CH:17]=4)=[CH:12][CH:11]=3)=[CH:9][C:4]=2[O:3][CH2:2]1.[OH-].[K+], predict the reaction product. The product is: [O:1]1[C:5]2[CH:6]=[CH:7][C:8]([C:10]3[CH:11]=[CH:12][C:13]([C:16]4[N:21]=[C:20]([O:22][CH2:23][CH2:24][CH2:25][CH2:26][C:27]([CH3:44])([CH3:43])[CH2:28][NH:29][C:30]([NH:32][C:33]5[CH:34]=[C:35]([CH:40]=[CH:41][CH:42]=5)[C:36]([OH:38])=[O:37])=[O:31])[CH:19]=[CH:18][CH:17]=4)=[CH:14][CH:15]=3)=[CH:9][C:4]=2[O:3][CH2:2]1.